This data is from Catalyst prediction with 721,799 reactions and 888 catalyst types from USPTO. The task is: Predict which catalyst facilitates the given reaction. (1) Reactant: Cl[C:2]1[C:12]([C:13]#[N:14])=[CH:11][C:5]([C:6]([O:8][CH2:9][CH3:10])=[O:7])=[C:4]([C:15]([F:18])([F:17])[F:16])[N:3]=1.[CH2:19]([S:26]([NH:29][C:30]([CH:32]1[CH2:37][CH2:36][NH:35][CH2:34][CH2:33]1)=[O:31])(=[O:28])=[O:27])[C:20]1[CH:25]=[CH:24][CH:23]=[CH:22][CH:21]=1. The catalyst class is: 315. Product: [CH2:19]([S:26]([NH:29][C:30]([CH:32]1[CH2:37][CH2:36][N:35]([C:2]2[C:12]([C:13]#[N:14])=[CH:11][C:5]([C:6]([O:8][CH2:9][CH3:10])=[O:7])=[C:4]([C:15]([F:18])([F:17])[F:16])[N:3]=2)[CH2:34][CH2:33]1)=[O:31])(=[O:27])=[O:28])[C:20]1[CH:21]=[CH:22][CH:23]=[CH:24][CH:25]=1. (2) Reactant: [CH3:1][O:2][C:3]1[CH:4]=[C:5]([CH:7]=[CH:8][C:9]=1[C:10]1[O:14][CH:13]=[N:12][CH:11]=1)[NH2:6].[CH:15]([C:17]1[S:21][C:20]([C:22]([OH:24])=[O:23])=[CH:19][CH:18]=1)=O.[BH4-].[Na+]. Product: [CH3:1][O:2][C:3]1[CH:4]=[C:5]([CH:7]=[CH:8][C:9]=1[C:10]1[O:14][CH:13]=[N:12][CH:11]=1)[NH:6][CH2:15][C:17]1[S:21][C:20]([C:22]([OH:24])=[O:23])=[CH:19][CH:18]=1. The catalyst class is: 8. (3) The catalyst class is: 183. Product: [Br:17][C:14]1[CH:13]=[CH:12][C:11]([C:9]2[NH:8][C:7](=[O:18])[C:6]3[N:5]([N:4]=[C:3]([CH3:2])[CH:19]=3)[CH:10]=2)=[CH:16][CH:15]=1. Reactant: Br[CH2:2][C:3]1[CH:19]=[C:6]2[C:7](=[O:18])[NH:8][C:9]([C:11]3[CH:16]=[CH:15][C:14]([Br:17])=[CH:13][CH:12]=3)=[CH:10][N:5]2[N:4]=1. (4) Reactant: [Cl:1][C:2]1[CH:7]=[CH:6][C:5]([NH:8][NH2:9])=[CH:4][CH:3]=1.C[O-].[Na+].CO.[C:15](OC)(=[O:18])[CH2:16][CH3:17].S(=O)(=O)(O)O. Product: [Cl:1][C:2]1[CH:7]=[CH:6][C:5]([N:8]2[CH:17]=[CH:16][C:15]([OH:18])=[N:9]2)=[CH:4][CH:3]=1. The catalyst class is: 5. (5) Reactant: [CH:1]1[C:9]2[C:8]3[CH:10]=[CH:11][CH:12]=[CH:13][C:7]=3[O:6][C:5]=2[C:4]([C:14]([NH:16][NH2:17])=[O:15])=[CH:3][CH:2]=1.[OH-].[K+].[C:20](=S)=[S:21].Cl. Product: [CH:1]1[C:9]2[C:8]3[CH:10]=[CH:11][CH:12]=[CH:13][C:7]=3[O:6][C:5]=2[C:4]([C:14]2[O:15][C:20]([SH:21])=[N:17][N:16]=2)=[CH:3][CH:2]=1. The catalyst class is: 72.